From a dataset of Forward reaction prediction with 1.9M reactions from USPTO patents (1976-2016). Predict the product of the given reaction. (1) Given the reactants [Cl:1][C:2]1[CH:3]=[C:4]([NH:9][C:10]2[C:19]3[C:14](=[CH:15][C:16]([O:21][CH2:22][C:23]([F:26])([F:25])[F:24])=[C:17]([NH2:20])[CH:18]=3)[N:13]=[CH:12][N:11]=2)[CH:5]=[CH:6][C:7]=1[F:8].[Br:27][CH2:28]/[CH:29]=[CH:30]/[C:31](Cl)=[O:32].O, predict the reaction product. The product is: [Br:27][CH2:28]/[CH:29]=[CH:30]/[C:31]([NH:20][C:17]1[CH:18]=[C:19]2[C:14](=[CH:15][C:16]=1[O:21][CH2:22][C:23]([F:26])([F:24])[F:25])[N:13]=[CH:12][N:11]=[C:10]2[NH:9][C:4]1[CH:5]=[CH:6][C:7]([F:8])=[C:2]([Cl:1])[CH:3]=1)=[O:32]. (2) Given the reactants FC(F)(F)C([NH:5][CH2:6][C:7]1[CH:12]=[CH:11][C:10]([F:13])=[C:9]([CH:14]2[CH2:19][CH2:18][N:17]([C:20]([C:22]3[C:30]4[C:25](=[CH:26][N:27]=[CH:28][CH:29]=4)[NH:24][CH:23]=3)=[O:21])[CH2:16][CH2:15]2)[CH:8]=1)=O.C([O-])([O-])=O.[K+].[K+].[ClH:39].CCOCC, predict the reaction product. The product is: [ClH:39].[ClH:39].[NH2:5][CH2:6][C:7]1[CH:12]=[CH:11][C:10]([F:13])=[C:9]([CH:14]2[CH2:15][CH2:16][N:17]([C:20]([C:22]3[C:30]4[C:25](=[CH:26][N:27]=[CH:28][CH:29]=4)[NH:24][CH:23]=3)=[O:21])[CH2:18][CH2:19]2)[CH:8]=1.